This data is from Catalyst prediction with 721,799 reactions and 888 catalyst types from USPTO. The task is: Predict which catalyst facilitates the given reaction. (1) Reactant: [NH2:1][C@H]1CC[C@H](O)CC1.[Cl:9][C:10]1C=C[C:13]([C:16]#[N:17])=[CH:12][N:11]=1.[CH3:18][N:19]([CH:21]=[O:22])C. Product: [CH:12]1[N:11]=[C:10]([Cl:9])[N:17]=[C:16]2[C:21]([N:19]=[CH:18][NH:1][C:13]=12)=[O:22]. The catalyst class is: 13. (2) Reactant: [CH2:1]([O:3][C:4]([C@@H:6]1[CH2:12][C:9]2([CH2:11][CH2:10]2)[CH2:8][C@H:7]1[C:13](O)=[O:14])=[O:5])[CH3:2].CN1CCOCC1.ClC(OCC(C)C)=O.[BH4-].[Na+]. Product: [OH:14][CH2:13][CH:7]1[CH2:8][C:9]2([CH2:10][CH2:11]2)[CH2:12][CH:6]1[C:4]([O:3][CH2:1][CH3:2])=[O:5]. The catalyst class is: 5.